From a dataset of Full USPTO retrosynthesis dataset with 1.9M reactions from patents (1976-2016). Predict the reactants needed to synthesize the given product. (1) Given the product [CH3:17][NH:16][C:7]1[N:8]=[C:9]([NH:12][CH2:13][CH2:14][CH3:15])[C:10]2[N:11]=[C:2]([C:26]3[CH:27]=[CH:28][C:23]([F:22])=[CH:24][CH:25]=3)[N:3]=[C:4]([NH:18][CH2:19][CH2:20][CH3:21])[C:5]=2[N:6]=1, predict the reactants needed to synthesize it. The reactants are: Cl[C:2]1[N:3]=[C:4]([NH:18][CH2:19][CH2:20][CH3:21])[C:5]2[N:6]=[C:7]([NH:16][CH3:17])[N:8]=[C:9]([NH:12][CH2:13][CH2:14][CH3:15])[C:10]=2[N:11]=1.[F:22][C:23]1[CH:28]=[CH:27][C:26](B(O)O)=[CH:25][CH:24]=1.CNC1C2N=C(C3C=CC(F)=CC=3)N=C(NC)C=2N=C(NCCC)N=1. (2) Given the product [NH2:11][C:5]1[CH:4]=[CH:3][C:2]([F:1])=[CH:10][C:6]=1[C:7]([OH:9])=[O:8], predict the reactants needed to synthesize it. The reactants are: [F:1][C:2]1[CH:3]=[CH:4][C:5]([N+:11]([O-])=O)=[C:6]([CH:10]=1)[C:7]([OH:9])=[O:8]. (3) Given the product [Cl:1][C:2]1[CH:7]=[CH:6][C:5]([NH:8][C:9]2[CH:10]=[CH:11][C:12]([C:30](=[O:29])[CH3:31])=[N:13][CH:14]=2)=[C:4]([C:17]([F:20])([F:18])[F:19])[CH:3]=1, predict the reactants needed to synthesize it. The reactants are: [Cl:1][C:2]1[CH:7]=[CH:6][C:5]([NH:8][C:9]2[CH:10]=[CH:11][C:12](C#N)=[N:13][CH:14]=2)=[C:4]([C:17]([F:20])([F:19])[F:18])[CH:3]=1.C[Mg]Br.[Cl-].[NH4+].Cl.C([O:29][CH2:30][CH3:31])C. (4) Given the product [Cl:16][C:17]1[CH:18]=[C:19]([CH:20]=[CH:21][CH:22]=1)[CH2:23][C:24]1[NH:25][C:4](=[O:6])[C:3]2[C:2](=[CH:11][C:10]([C:12]([O:14][CH3:15])=[O:13])=[CH:9][CH:8]=2)[N:1]=1, predict the reactants needed to synthesize it. The reactants are: [NH2:1][C:2]1[CH:11]=[C:10]([C:12]([O:14][CH3:15])=[O:13])[CH:9]=[CH:8][C:3]=1[C:4]([O:6]C)=O.[Cl:16][C:17]1[CH:18]=[C:19]([CH2:23][C:24]#[N:25])[CH:20]=[CH:21][CH:22]=1.O1CCOCC1.Cl.N. (5) Given the product [NH2:1][C:2]1[C:7]2=[CH:8][CH:9]=[C:10]([C@:11]3([C:34]#[N:35])[O:12][C@H:13]([CH2:32][O:33][P@@:46]([NH:55][C@@H:56]([CH3:66])[C:57]([O:59][CH2:60][CH:61]([CH2:64][CH3:65])[CH2:62][CH3:63])=[O:58])([O:45][C:44]4[CH:67]=[CH:68][CH:69]=[CH:70][CH:43]=4)=[O:47])[C@@H:14]([O:24][Si:25]([C:28]([CH3:29])([CH3:31])[CH3:30])([CH3:27])[CH3:26])[C@H:15]3[O:16][Si:17]([C:20]([CH3:21])([CH3:22])[CH3:23])([CH3:18])[CH3:19])[N:6]2[N:5]=[CH:4][N:3]=1, predict the reactants needed to synthesize it. The reactants are: [NH2:1][C:2]1[C:7]2=[CH:8][CH:9]=[C:10]([C@@:11]3([C:34]#[N:35])[C@H:15]([O:16][Si:17]([C:20]([CH3:23])([CH3:22])[CH3:21])([CH3:19])[CH3:18])[C@H:14]([O:24][Si:25]([C:28]([CH3:31])([CH3:30])[CH3:29])([CH3:27])[CH3:26])[C@@H:13]([CH2:32][OH:33])[O:12]3)[N:6]2[N:5]=[CH:4][N:3]=1.C([Mg]Cl)(C)(C)C.F[C:43]1[C:70](F)=[C:69](F)[C:68](F)=[C:67](F)[C:44]=1[O:45][P@:46]([NH:55][C@@H:56]([CH3:66])[C:57]([O:59][CH2:60][CH:61]([CH2:64][CH3:65])[CH2:62][CH3:63])=[O:58])(OC1C=CC=CC=1)=[O:47]. (6) Given the product [F:1][C:2]1[C:7]([CH3:8])=[CH:6][CH:5]=[CH:4][C:3]=1[C@@:9]([NH2:14])([CH2:11][CH:12]([O:13][CH3:27])[O:25][CH3:22])[CH3:10], predict the reactants needed to synthesize it. The reactants are: [F:1][C:2]1[C:7]([CH3:8])=[CH:6][CH:5]=[CH:4][C:3]=1[C@@:9]([NH:14]S(C(C)(C)C)=O)([CH2:11][CH:12]=[O:13])[CH3:10].Cl.[C:22]([O-:25])(O)=O.[Na+].[CH3:27]O. (7) Given the product [Br:1][C:2]1[CH:7]=[CH:6][C:5]([C:8]2[CH:13]=[CH:12][CH:11]=[CH:10][C:9]=2[Cl:30])=[C:4]([S:14]([CH3:17])(=[O:16])=[O:15])[CH:3]=1, predict the reactants needed to synthesize it. The reactants are: [Br:1][C:2]1[CH:7]=[CH:6][C:5]([C:8]2[CH:13]=[CH:12][CH:11]=[CH:10][CH:9]=2)=[C:4]([S:14]([CH3:17])(=[O:16])=[O:15])[CH:3]=1.BrC1C=CC(I)=C(S(C)(=O)=O)C=1.[Cl:30]C1C=CC=CC=1B(O)O.